Dataset: Reaction yield outcomes from USPTO patents with 853,638 reactions. Task: Predict the reaction yield, written as a fraction of the theoretical maximum amount of product (1.0 means a 100% yield; for example, 0.34 means a 34% yield). (1) The reactants are [CH3:1][O:2][C:3](=[O:31])[CH:4]([C:6]1[CH:11]=[CH:10][C:9]([CH:12]=[CH:13][C:14](=[O:30])[NH:15][C:16]2[CH:21]=[CH:20][CH:19]=[CH:18][C:17]=2[NH:22][C:23]([O:25][C:26]([CH3:29])([CH3:28])[CH3:27])=[O:24])=[CH:8][CH:7]=1)[OH:5].C(N(CC)CC)C.[CH3:39][S:40](Cl)(=[O:42])=[O:41]. The catalyst is C(Cl)Cl. The product is [CH3:1][O:2][C:3](=[O:31])[CH:4]([C:6]1[CH:11]=[CH:10][C:9](/[CH:12]=[CH:13]/[C:14](=[O:30])[NH:15][C:16]2[CH:21]=[CH:20][CH:19]=[CH:18][C:17]=2[NH:22][C:23]([O:25][C:26]([CH3:28])([CH3:27])[CH3:29])=[O:24])=[CH:8][CH:7]=1)[O:5][S:40]([CH3:39])(=[O:42])=[O:41]. The yield is 1.00. (2) The product is [N:19]1[CH:18]=[CH:17][N:14]2[CH:15]=[CH:16][C:11]([NH:10][C:4]3[C:5](=[O:9])[N:6]([CH3:8])[CH:7]=[C:2]([B:23]([OH:24])[OH:22])[N:3]=3)=[CH:12][C:13]=12. The yield is 0.700. The catalyst is C1C=CC(P(C2C=CC=CC=2)[C-]2C=CC=C2)=CC=1.C1C=CC(P(C2C=CC=CC=2)[C-]2C=CC=C2)=CC=1.Cl[Pd]Cl.[Fe+2].O1CCOCC1. The reactants are Br[C:2]1[N:3]=[C:4]([NH:10][C:11]2[CH:16]=[CH:15][N:14]3[CH:17]=[CH:18][N:19]=[C:13]3[CH:12]=2)[C:5](=[O:9])[N:6]([CH3:8])[CH:7]=1.CC1(C)C(C)(C)[O:24][B:23](B2OC(C)(C)C(C)(C)O2)[O:22]1.C([O-])([O-])=O.[Cs+].[Cs+]. (3) The reactants are [NH2:1][C:2]1[N:7]=[CH:6][C:5]([O:8][C:9]2[CH:14]=[CH:13][C:12]([NH:15][C:16](=[O:25])[O:17][CH2:18][C:19]3[CH:24]=[CH:23][CH:22]=[CH:21][CH:20]=3)=[CH:11][C:10]=2[F:26])=[CH:4][CH:3]=1.[C:27]1([CH3:37])[CH:32]=[CH:31][C:30]([S:33](Cl)(=[O:35])=[O:34])=[CH:29][CH:28]=1.O. The catalyst is N1C=CC=CC=1. The product is [F:26][C:10]1[CH:11]=[C:12]([NH:15][C:16](=[O:25])[O:17][CH2:18][C:19]2[CH:24]=[CH:23][CH:22]=[CH:21][CH:20]=2)[CH:13]=[CH:14][C:9]=1[O:8][C:5]1[CH:6]=[N:7][C:2]([NH:1][S:33]([C:30]2[CH:31]=[CH:32][C:27]([CH3:37])=[CH:28][CH:29]=2)(=[O:35])=[O:34])=[CH:3][CH:4]=1. The yield is 0.720. (4) The product is [F:8][C:9]1[CH:10]=[C:11]([C:15]2[C:19]([C:20]3[N:21]=[CH:22][N:23]([C:25]4[CH:26]=[C:27]([CH:31]=[CH:32][CH:33]=4)[C:28]([NH:7][CH:4]4[CH2:5][CH2:6][O:1][CH2:2][CH2:3]4)=[O:29])[CH:24]=3)=[C:18]([CH3:34])[O:17][N:16]=2)[CH:12]=[CH:13][CH:14]=1. No catalyst specified. The reactants are [O:1]1[CH2:6][CH2:5][CH:4]([NH2:7])[CH2:3][CH2:2]1.[F:8][C:9]1[CH:10]=[C:11]([C:15]2[C:19]([C:20]3[N:21]=[CH:22][N:23]([C:25]4[CH:26]=[C:27]([CH:31]=[CH:32][CH:33]=4)[C:28](O)=[O:29])[CH:24]=3)=[C:18]([CH3:34])[O:17][N:16]=2)[CH:12]=[CH:13][CH:14]=1. The yield is 0.490. (5) The reactants are [O-]P([O-])([O-])=O.[K+].[K+].[K+].[CH2:9]([NH2:16])[C:10]1[CH:15]=[CH:14][CH:13]=[CH:12][CH:11]=1.I[C:18]1[CH:19]=[C:20]([CH3:25])[CH:21]=[C:22]([CH3:24])[CH:23]=1.C(O)CO. The catalyst is [Cu]I.CCCCCC.C(OCC)(=O)C.CC(O)C. The product is [CH2:9]([NH:16][C:18]1[CH:19]=[C:20]([CH3:25])[CH:21]=[C:22]([CH3:24])[CH:23]=1)[C:10]1[CH:15]=[CH:14][CH:13]=[CH:12][CH:11]=1. The yield is 0.840. (6) The reactants are [NH:1]1[C:5]2[CH:6]=[CH:7][C:8]([C:10]([OH:12])=O)=[CH:9][C:4]=2[N:3]=[CH:2]1.[CH3:13][O:14][C:15]([C:17]1[CH:30]=[CH:29][C:20]2[C@@H:21]3[C@H:26]([CH2:27][CH2:28][C:19]=2[CH:18]=1)[NH:25][CH2:24][CH2:23][CH2:22]3)=[O:16]. No catalyst specified. The product is [CH3:13][O:14][C:15]([C:17]1[CH:30]=[CH:29][C:20]2[C@@H:21]3[C@H:26]([CH2:27][CH2:28][C:19]=2[CH:18]=1)[N:25]([C:10]([C:8]1[CH:7]=[CH:6][C:5]2[NH:1][CH:2]=[N:3][C:4]=2[CH:9]=1)=[O:12])[CH2:24][CH2:23][CH2:22]3)=[O:16]. The yield is 0.920. (7) The reactants are [NH2:1][C:2]1[CH:10]=[CH:9][C:5]([C:6]([OH:8])=[O:7])=[CH:4][CH:3]=1.[NH2:11][C:12]1[N:17]=[C:16]([CH3:18])[CH:15]=[C:14]([Cl:19])[N:13]=1.Cl. The catalyst is C(OCCO)C. The product is [ClH:19].[NH2:11][C:12]1[N:13]=[C:14]([NH:1][C:2]2[CH:10]=[CH:9][C:5]([C:6]([OH:8])=[O:7])=[CH:4][CH:3]=2)[CH:15]=[C:16]([CH3:18])[N:17]=1. The yield is 0.950.